From a dataset of Forward reaction prediction with 1.9M reactions from USPTO patents (1976-2016). Predict the product of the given reaction. (1) Given the reactants [C:1]([NH:4][NH:5][C:6]([C:8]1[NH:9][C:10]2[C:15]([CH:16]=1)=[CH:14][CH:13]=[CH:12][C:11]=2[NH:17][S:18]([C:21]1[S:22][CH:23]=[CH:24][CH:25]=1)(=[O:20])=[O:19])=O)(=O)[CH3:2].COC1C=CC(P2(SP(C3C=CC(OC)=CC=3)(=S)S2)=[S:35])=CC=1, predict the reaction product. The product is: [CH3:2][C:1]1[S:35][C:6]([C:8]2[NH:9][C:10]3[C:15]([CH:16]=2)=[CH:14][CH:13]=[CH:12][C:11]=3[NH:17][S:18]([C:21]2[S:22][CH:23]=[CH:24][CH:25]=2)(=[O:20])=[O:19])=[N:5][N:4]=1. (2) Given the reactants [Br:1][C:2]1[CH:3]=[C:4]2[C:9](=[CH:10][CH:11]=1)[O:8][CH:7]([C:12]1[CH:13]=[N:14][CH:15]=[CH:16][CH:17]=1)[CH2:6][C:5]2=O.C[Si]([N:23]=[C:24]=[N:25][Si](C)(C)C)(C)C, predict the reaction product. The product is: [Br:1][C:2]1[CH:3]=[C:4]2[C:9](=[CH:10][CH:11]=1)[O:8][CH:7]([C:12]1[CH:13]=[N:14][CH:15]=[CH:16][CH:17]=1)[CH2:6]/[C:5]/2=[N:25]\[C:24]#[N:23]. (3) Given the reactants C[O:2][C:3]1[CH:8]=[CH:7][C:6]([N:9]([CH2:13][C:14]([CH3:16])=[CH2:15])[C:10](=[O:12])[CH3:11])=[CH:5][CH:4]=1.[Cl-].[Al+3].[Cl-].[Cl-], predict the reaction product. The product is: [C:10]([N:9]1[C:6]2[C:5](=[CH:4][C:3]([OH:2])=[CH:8][CH:7]=2)[C:14]([CH3:16])([CH3:15])[CH2:13]1)(=[O:12])[CH3:11]. (4) Given the reactants Br[C:2]1[CH:7]=[CH:6][C:5]([C@@H:8]([N:10]2[CH2:15][CH2:14][C@@:13]([C:21]3[CH:26]=[CH:25][C:24]([F:27])=[CH:23][CH:22]=3)([CH2:16][C:17]([OH:20])([CH3:19])[CH3:18])[O:12][C:11]2=[O:28])[CH3:9])=[CH:4][CH:3]=1.[N:29]1[CH:34]=[CH:33][CH:32]=[CH:31][C:30]=1B(O)O, predict the reaction product. The product is: [F:27][C:24]1[CH:25]=[CH:26][C:21]([C@:13]2([CH2:16][C:17]([OH:20])([CH3:19])[CH3:18])[O:12][C:11](=[O:28])[N:10]([C@H:8]([C:5]3[CH:6]=[CH:7][C:2]([C:30]4[CH:31]=[CH:32][CH:33]=[CH:34][N:29]=4)=[CH:3][CH:4]=3)[CH3:9])[CH2:15][CH2:14]2)=[CH:22][CH:23]=1. (5) The product is: [O:25]([C:32]1[CH:37]=[CH:36][C:35]([C:2]2[C:7]([NH:10][CH2:11][CH:12]3[CH2:13][CH2:14][N:15]([S:44]([CH:43]=[CH2:42])(=[O:46])=[O:45])[CH2:16][CH2:17]3)=[N:6][CH:5]=[N:4][C:3]=2[NH2:9])=[CH:34][CH:33]=1)[C:26]1[CH:31]=[CH:30][CH:29]=[CH:28][CH:27]=1. Given the reactants Cl[C:2]1[C:3]([NH2:9])=[N:4][CH:5]=[N:6][C:7]=1Cl.[NH2:10][CH2:11][CH:12]1[CH2:17][CH2:16][N:15](C(OC(C)(C)C)=O)[CH2:14][CH2:13]1.[O:25]([C:32]1[CH:37]=[CH:36][C:35](B(O)O)=[CH:34][CH:33]=1)[C:26]1[CH:31]=[CH:30][CH:29]=[CH:28][CH:27]=1.Cl[CH2:42][CH2:43][S:44](Cl)(=[O:46])=[O:45], predict the reaction product. (6) Given the reactants [CH3:1]/[CH:2]=[CH:3]/[CH:4]=[CH:5]/[CH2:6]/[CH:7]=[CH:8]\[CH2:9][CH2:10][CH2:11][CH2:12][CH2:13][CH2:14][CH2:15][CH2:16][CH2:17][C:18]1[CH:19]=[C:20]([OH:25])[CH:21]=[CH:22][C:23]=1[OH:24].OC1[C+](O)C=CC=CC=1, predict the reaction product. The product is: [CH3:1][CH2:2][CH2:3]/[CH:4]=[CH:5]/[CH2:6]/[CH:7]=[CH:8]\[CH2:9][CH2:10][CH2:11][CH2:12][CH2:13][CH2:14][CH2:15][CH2:16][CH2:17][C:18]1[CH:19]=[C:20]([OH:25])[CH:21]=[CH:22][C:23]=1[OH:24]. (7) Given the reactants [Br:1][C:2]1[CH:3]=[C:4]([CH:8]([O:10][C:11]2[CH:16]=[CH:15][C:14]([S:17][C:18]3[CH:23]=[CH:22][C:21]([OH:24])=[CH:20][CH:19]=3)=[C:13]([N+:25]([O-])=O)[CH:12]=2)[CH3:9])[CH:5]=[CH:6][CH:7]=1.[NH4+].[Cl-], predict the reaction product. The product is: [NH2:25][C:13]1[CH:12]=[C:11]([O:10][CH:8]([C:4]2[CH:5]=[CH:6][CH:7]=[C:2]([Br:1])[CH:3]=2)[CH3:9])[CH:16]=[CH:15][C:14]=1[S:17][C:18]1[CH:19]=[CH:20][C:21]([OH:24])=[CH:22][CH:23]=1.